From a dataset of Full USPTO retrosynthesis dataset with 1.9M reactions from patents (1976-2016). Predict the reactants needed to synthesize the given product. Given the product [CH2:1]([O:8][C:9]([NH:11][C@@H:12]([CH2:20][S:21][CH2:22][C@H:23]([NH2:28])[CH2:24][NH2:25])[C:13]([O:15][C:16]([CH3:17])([CH3:18])[CH3:19])=[O:14])=[O:10])[C:2]1[CH:3]=[CH:4][CH:5]=[CH:6][CH:7]=1, predict the reactants needed to synthesize it. The reactants are: [CH2:1]([O:8][C:9]([NH:11][C@@H:12]([CH2:20][S:21][CH2:22][C@H:23]([N:28]=[N+]=[N-])[CH2:24][N:25]=[N+]=[N-])[C:13]([O:15][C:16]([CH3:19])([CH3:18])[CH3:17])=[O:14])=[O:10])[C:2]1[CH:7]=[CH:6][CH:5]=[CH:4][CH:3]=1.